This data is from Catalyst prediction with 721,799 reactions and 888 catalyst types from USPTO. The task is: Predict which catalyst facilitates the given reaction. (1) Reactant: [O:1]=[C:2]1[O:8][C@H:7]([C@H:9]([CH2:11][OH:12])[OH:10])[C:5]([OH:6])=[C:3]1[OH:4].[O:13]1[CH:15]([CH2:16][CH2:17][CH2:18][CH3:19])[CH2:14]1. Product: [OH:13][CH:15]([CH2:16][CH2:17][CH2:18][CH3:19])[CH2:14][O:6][C:5]1[C@@H:7]([C@H:9]([CH2:11][OH:12])[OH:10])[O:8][C:2](=[O:1])[C:3]=1[OH:4]. The catalyst class is: 3. (2) Reactant: Cl[C:2]1[CH:7]=[CH:6][C:5]([N+:8]([O-:10])=[O:9])=[CH:4][CH:3]=1.[F:11][C:12]([F:21])([F:20])[C:13]1[CH:14]=[C:15]([OH:19])[CH:16]=[CH:17][CH:18]=1.C(=O)([O-])[O-].[K+].[K+]. Product: [N+:8]([C:5]1[CH:6]=[CH:7][C:2]([O:19][C:15]2[CH:16]=[CH:17][CH:18]=[C:13]([C:12]([F:11])([F:20])[F:21])[CH:14]=2)=[CH:3][CH:4]=1)([O-:10])=[O:9]. The catalyst class is: 9. (3) Reactant: [CH:1]1([CH2:4]Br)[CH2:3][CH2:2]1.[CH2:6]([O:8][C:9]([C:11]1[N:12]([S:21]([C:24]2[CH:29]=[CH:28][C:27]([CH3:30])=[CH:26][CH:25]=2)(=[O:23])=[O:22])[C:13]2[C:18]([CH:19]=1)=[CH:17][C:16]([OH:20])=[CH:15][CH:14]=2)=[O:10])[CH3:7].C(=O)([O-])[O-].[K+].[K+].C(OCC)(=O)C. Product: [CH2:6]([O:8][C:9]([C:11]1[N:12]([S:21]([C:24]2[CH:25]=[CH:26][C:27]([CH3:30])=[CH:28][CH:29]=2)(=[O:23])=[O:22])[C:13]2[C:18]([CH:19]=1)=[CH:17][C:16]([O:20][CH2:4][CH:1]1[CH2:3][CH2:2]1)=[CH:15][CH:14]=2)=[O:10])[CH3:7]. The catalyst class is: 47. (4) Reactant: [Br:1][C:2]1[CH:7]=[C:6]([C:8]#[N:9])[CH:5]=[CH:4][C:3]=1[N:10]1[CH:14]=[CH:13][N:12]=[CH:11]1.[CH3:15][I:16]. Product: [I-:16].[Br:1][C:2]1[CH:7]=[C:6]([C:8]#[N:9])[CH:5]=[CH:4][C:3]=1[N+:10]1[CH:14]=[CH:13][N:12]([CH3:15])[CH:11]=1. The catalyst class is: 7. (5) Reactant: [N+:1]([C:4]1[CH:14]=[CH:13][C:7]2[CH2:8][CH2:9][NH:10][CH2:11][CH2:12][C:6]=2[CH:5]=1)([O-:3])=[O:2].[C:15](O[C:15]([C:17]([F:20])([F:19])[F:18])=[O:16])([C:17]([F:20])([F:19])[F:18])=[O:16].O. Product: [F:18][C:17]([F:20])([F:19])[C:15]([N:10]1[CH2:11][CH2:12][C:6]2[CH:5]=[C:4]([N+:1]([O-:3])=[O:2])[CH:14]=[CH:13][C:7]=2[CH2:8][CH2:9]1)=[O:16]. The catalyst class is: 2. (6) Reactant: [Cl:1][C:2]1[CH:7]=[CH:6][C:5]([I:8])=[CH:4][C:3]=1[C:9]([C:11]1[CH:20]=[CH:19][C:14]2[O:15][CH2:16][CH2:17][O:18][C:13]=2[CH:12]=1)=O.C([SiH](CC)CC)C.B(F)(F)F.CCOCC.[OH-].[K+]. Product: [Cl:1][C:2]1[CH:7]=[CH:6][C:5]([I:8])=[CH:4][C:3]=1[CH2:9][C:11]1[CH:20]=[CH:19][C:14]2[O:15][CH2:16][CH2:17][O:18][C:13]=2[CH:12]=1. The catalyst class is: 545. (7) Reactant: [C:1]([O:5][C:6]([NH:8][C:9]([C:18]1[CH:23]=[C:22]([F:24])[CH:21]=[C:20]([F:25])[CH:19]=1)([CH3:17])[C:10](OC(C)(C)C)=[O:11])=[O:7])([CH3:4])([CH3:3])[CH3:2].[H-].[H-].[H-].[H-].[Li+].[Al+3]. Product: [F:24][C:22]1[CH:23]=[C:18]([C:9]([NH:8][C:6](=[O:7])[O:5][C:1]([CH3:4])([CH3:3])[CH3:2])([CH3:17])[CH:10]=[O:11])[CH:19]=[C:20]([F:25])[CH:21]=1. The catalyst class is: 1. (8) Product: [Cl:10][C:11]1[CH:16]=[CH:15][C:14]([CH:17]([F:7])[CH:18]2[CH2:23][CH2:22][N:21]([C:24]([O:26][C:27]([CH3:30])([CH3:29])[CH3:28])=[O:25])[CH2:20][CH2:19]2)=[CH:13][CH:12]=1. The catalyst class is: 2. Reactant: C(N(S(F)(F)[F:7])CC)C.[Cl:10][C:11]1[CH:16]=[CH:15][C:14]([CH:17](O)[CH:18]2[CH2:23][CH2:22][N:21]([C:24]([O:26][C:27]([CH3:30])([CH3:29])[CH3:28])=[O:25])[CH2:20][CH2:19]2)=[CH:13][CH:12]=1. (9) Reactant: [CH3:1][C@@:2]1([C:16]([O:18][C:19]([CH3:22])([CH3:21])[CH3:20])=[O:17])[CH2:6][C:5](=[O:7])[N:4]([C@@H:8]([C:10]2[CH:15]=[CH:14][CH:13]=[CH:12][CH:11]=2)[CH3:9])[CH2:3]1.P(OCC)(OCC)[O:24]CC.C[Si]([N-][Si](C)(C)C)(C)C.[Li+]. Product: [OH:24][CH:6]1[C:5](=[O:7])[N:4]([C@@H:8]([C:10]2[CH:15]=[CH:14][CH:13]=[CH:12][CH:11]=2)[CH3:9])[CH2:3][C@:2]1([CH3:1])[C:16]([O:18][C:19]([CH3:21])([CH3:20])[CH3:22])=[O:17]. The catalyst class is: 7.